This data is from Full USPTO retrosynthesis dataset with 1.9M reactions from patents (1976-2016). The task is: Predict the reactants needed to synthesize the given product. (1) Given the product [Cl:1][C:2]1[CH:3]=[CH:4][C:5]([C:6]([NH:8][C:9]2[C:10]([NH:24][C:25]([O:27][CH:28]([CH:35]3[CH2:40][CH2:39][NH:38][CH2:37][CH2:36]3)[C:29]3[CH:30]=[CH:31][N:32]=[CH:33][CH:34]=3)=[O:26])=[CH:11][C:12]([NH2:15])=[CH:13][CH:14]=2)=[O:7])=[CH:41][CH:42]=1, predict the reactants needed to synthesize it. The reactants are: [Cl:1][C:2]1[CH:42]=[CH:41][C:5]([C:6]([NH:8][C:9]2[C:10]([NH:24][C:25]([O:27][CH:28]([CH:35]3[CH2:40][CH2:39][NH:38][CH2:37][CH2:36]3)[C:29]3[CH:34]=[CH:33][N:32]=[CH:31][CH:30]=3)=[O:26])=[CH:11][C:12]([NH:15]NC(OC(C)(C)C)=O)=[CH:13][CH:14]=2)=[O:7])=[CH:4][CH:3]=1. (2) Given the product [F:1][C:2]1[CH:3]=[CH:4][C:5]([NH:8][C:9]([C:11]2[N:12]=[C:13]3[CH:18]=[CH:17][C:16]([C:19]([CH3:21])=[CH2:20])=[CH:15][N:14]3[CH:23]=2)=[O:10])=[CH:6][CH:7]=1, predict the reactants needed to synthesize it. The reactants are: [F:1][C:2]1[CH:7]=[CH:6][C:5]([NH:8][C:9]([C:11]2[N:12]=[C:13]3[CH:18]=[CH:17][C:16]([C:19](O)([CH3:21])[CH3:20])=[CH:15][N:14]3[CH:23]=2)=[O:10])=[CH:4][CH:3]=1.C1(C)C=CC(S(O)(=O)=O)=CC=1. (3) Given the product [NH2:48]/[C:33](=[N:32]\[O:15][C:14]([C@H:11]1[CH2:12][CH2:13][C@H:9]([NH:8][C:6](=[O:7])[O:5][C:1]([CH3:4])([CH3:2])[CH3:3])[CH2:10]1)=[O:16])/[CH:34]([OH:35])[C:42]1[CH:47]=[CH:46][CH:45]=[CH:44][CH:43]=1, predict the reactants needed to synthesize it. The reactants are: [C:1]([O:5][C:6]([NH:8][C@H:9]1[CH2:13][CH2:12][C@H:11]([C:14]([OH:16])=[O:15])[CH2:10]1)=[O:7])([CH3:4])([CH3:3])[CH3:2].C1C=CC2N(O)N=NC=2C=1.C(Cl)CCl.O/[N:32]=[C:33](\[NH2:48])/[CH:34]([C:42]1[CH:47]=[CH:46][CH:45]=[CH:44][CH:43]=1)[O:35]C1CCCCO1.C(=O)(O)[O-].[Na+].